From a dataset of Forward reaction prediction with 1.9M reactions from USPTO patents (1976-2016). Predict the product of the given reaction. (1) The product is: [CH2:1]([S:8][C:9]1[CH:14]=[CH:13][C:12]([C:30]2[S:29][C:28]([C:31]3[O:35][C:34]([C:36]([OH:39])([CH3:37])[CH3:38])=[N:33][N:32]=3)=[N:27][C:26]=2[CH2:25][OH:24])=[C:11]([Cl:16])[C:10]=1[Cl:17])[C:2]1[CH:7]=[CH:6][CH:5]=[CH:4][CH:3]=1. Given the reactants [CH2:1]([S:8][C:9]1[CH:14]=[CH:13][C:12](Br)=[C:11]([Cl:16])[C:10]=1[Cl:17])[C:2]1[CH:7]=[CH:6][CH:5]=[CH:4][CH:3]=1.C[Si](C)(C)CCOC[O:24][CH2:25][C:26]1[N:27]=[C:28]([C:31]2[O:35][C:34]([C:36]([OH:39])([CH3:38])[CH3:37])=[N:33][N:32]=2)[S:29][CH:30]=1.C([O-])([O-])=O.[Na+].[Na+].P(C1CCCCC1)(C1CCCCC1)C1CCCCC1.[H+].[B-](F)(F)(F)F.C(O)(C(C)(C)C)=O, predict the reaction product. (2) The product is: [ClH:55].[NH2:46][CH2:45][C@H:42]1[CH2:41][CH2:40][C@H:39]([C:37]([NH:36][C@H:15]([C:14]([NH:13][C:4]2[CH:5]=[CH:6][C:7]([C:8]3[N:9]=[N:10][NH:11][N:12]=3)=[C:2]([F:1])[CH:3]=2)=[O:54])[CH2:16][C:17]2[CH:18]=[CH:19][C:20]([C:23]3[CH:28]=[CH:27][C:26]([C:29]([NH:30][CH:31]([CH3:32])[CH3:33])=[O:34])=[CH:25][C:24]=3[CH3:35])=[CH:21][CH:22]=2)=[O:38])[CH2:44][CH2:43]1. Given the reactants [F:1][C:2]1[CH:3]=[C:4]([NH:13][C:14](=[O:54])[C@@H:15]([NH:36][C:37]([C@H:39]2[CH2:44][CH2:43][C@H:42]([CH2:45][NH:46]C(=O)OC(C)(C)C)[CH2:41][CH2:40]2)=[O:38])[CH2:16][C:17]2[CH:22]=[CH:21][C:20]([C:23]3[CH:28]=[CH:27][C:26]([C:29](=[O:34])[NH:30][CH:31]([CH3:33])[CH3:32])=[CH:25][C:24]=3[CH3:35])=[CH:19][CH:18]=2)[CH:5]=[CH:6][C:7]=1[C:8]1[N:9]=[N:10][NH:11][N:12]=1.[ClH:55].C(#N)C, predict the reaction product. (3) Given the reactants [CH3:1][N:2]([CH3:22])[C:3]([C@H:5]1[CH2:10][CH2:9][C@H:8]([NH:11]C(=O)OCC2C=CC=CC=2)[CH2:7][CH2:6]1)=[O:4].[H][H], predict the reaction product. The product is: [NH2:11][C@H:8]1[CH2:7][CH2:6][C@H:5]([C:3]([N:2]([CH3:22])[CH3:1])=[O:4])[CH2:10][CH2:9]1. (4) Given the reactants [F:1][C:2]1[CH:27]=[C:26]([F:28])[CH:25]=[CH:24][C:3]=1[CH2:4][O:5][C:6]1[CH:11]=[C:10]([CH3:12])[N:9]([C:13]2[C:18]([F:19])=[CH:17][C:16]([CH:20]=[CH2:21])=[CH:15][C:14]=2[F:22])[C:8](=[O:23])[CH:7]=1.[Br:29]N1C(=O)CCC1=O, predict the reaction product. The product is: [Br:29][C:7]1[C:8](=[O:23])[N:9]([C:13]2[C:18]([F:19])=[CH:17][C:16]([CH:20]=[CH2:21])=[CH:15][C:14]=2[F:22])[C:10]([CH3:12])=[CH:11][C:6]=1[O:5][CH2:4][C:3]1[CH:24]=[CH:25][C:26]([F:28])=[CH:27][C:2]=1[F:1]. (5) Given the reactants Br[CH2:2][CH2:3][CH2:4][CH2:5][CH2:6][CH2:7][CH2:8][CH2:9][CH2:10][CH2:11][CH2:12][CH:13]([OH:19])[CH2:14][CH2:15][CH2:16][CH2:17][CH3:18].[C-:20]#[N:21].[Na+], predict the reaction product. The product is: [OH:19][CH:13]([CH2:14][CH2:15][CH2:16][CH2:17][CH3:18])[CH2:12][CH2:11][CH2:10][CH2:9][CH2:8][CH2:7][CH2:6][CH2:5][CH2:4][CH2:3][CH2:2][C:20]#[N:21]. (6) The product is: [S:10]1[CH:11]=[CH:12][CH:8]=[C:9]1[S:2]([Cl:1])(=[O:5])=[O:3]. Given the reactants [Cl:1][S:2]([OH:5])(=O)=[O:3].CO[C:8]1[CH:12]=[CH:11][S:10][CH:9]=1, predict the reaction product.